This data is from Catalyst prediction with 721,799 reactions and 888 catalyst types from USPTO. The task is: Predict which catalyst facilitates the given reaction. Reactant: [NH2:1][C:2]1[C:11]([C:12]#[N:13])=[C:10]([NH:14][CH2:15][C:16]2[CH:21]=[CH:20][CH:19]=[CH:18][CH:17]=2)[C:9]2[C:4](=[CH:5][CH:6]=[C:7]([N:22]3[CH2:27][CH:26]([CH3:28])[O:25][CH:24]([CH3:29])[CH2:23]3)[CH:8]=2)[N:3]=1.[S:30]([O:40][NH2:41])([C:33]1[CH:39]=[CH:38][C:36]([CH3:37])=[CH:35][CH:34]=1)(=[O:32])=[O:31]. Product: [S:30]([C:33]1[CH:39]=[CH:38][C:36]([CH3:37])=[CH:35][CH:34]=1)([O-:40])(=[O:32])=[O:31].[NH2:41][N+:3]1[C:4]2[C:9](=[CH:8][C:7]([N:22]3[CH2:23][CH:24]([CH3:29])[O:25][CH:26]([CH3:28])[CH2:27]3)=[CH:6][CH:5]=2)[C:10]([NH:14][CH2:15][C:16]2[CH:17]=[CH:18][CH:19]=[CH:20][CH:21]=2)=[C:11]([C:12]#[N:13])[C:2]=1[NH2:1]. The catalyst class is: 204.